This data is from Catalyst prediction with 721,799 reactions and 888 catalyst types from USPTO. The task is: Predict which catalyst facilitates the given reaction. Reactant: CS(O)(=O)=O.[NH2:6][CH2:7][C:8]1[CH:9]=[C:10]2[C:14](=[CH:15][CH:16]=1)[C:13](=[O:17])[N:12]([CH:18]1[CH2:23][CH2:22][C:21](=[O:24])[NH:20][C:19]1=[O:25])[CH2:11]2.[C:26]([C:30]1[CH:35]=[CH:34][C:33]([N:36]=[C:37]=[O:38])=[CH:32][CH:31]=1)([CH3:29])([CH3:28])[CH3:27].C(N(CC)CC)C.Cl. Product: [C:26]([C:30]1[CH:35]=[CH:34][C:33]([NH:36][C:37]([NH:6][CH2:7][C:8]2[CH:9]=[C:10]3[C:14](=[CH:15][CH:16]=2)[C:13](=[O:17])[N:12]([CH:18]2[CH2:23][CH2:22][C:21](=[O:24])[NH:20][C:19]2=[O:25])[CH2:11]3)=[O:38])=[CH:32][CH:31]=1)([CH3:29])([CH3:27])[CH3:28]. The catalyst class is: 3.